Dataset: Catalyst prediction with 721,799 reactions and 888 catalyst types from USPTO. Task: Predict which catalyst facilitates the given reaction. (1) Product: [CH3:22][O:21][C:18]1([CH2:23][N:24]([CH3:25])[CH3:26])[CH2:19][CH2:20][NH:15][CH2:16][CH2:17]1. Reactant: FC(F)(F)C(O)=O.C(OC([N:15]1[CH2:20][CH2:19][C:18]([CH2:23][N:24]([CH3:26])[CH3:25])([O:21][CH3:22])[CH2:17][CH2:16]1)=O)(C)(C)C. The catalyst class is: 98. (2) Reactant: C([O:5][C:6](=[O:27])[CH2:7][NH:8][C:9]([C:11]1[CH:12]=[CH:13][C:14]2[C:15](=[O:26])[C:16](=[O:25])[C:17]3[C:22]([C:23]=2[CH:24]=1)=[CH:21][CH:20]=[CH:19][CH:18]=3)=[O:10])(C)(C)C.C(O)(C(F)(F)F)=O. Product: [O:25]=[C:16]1[C:15](=[O:26])[C:14]2[CH:13]=[CH:12][C:11]([C:9]([NH:8][CH2:7][C:6]([OH:27])=[O:5])=[O:10])=[CH:24][C:23]=2[C:22]2[C:17]1=[CH:18][CH:19]=[CH:20][CH:21]=2. The catalyst class is: 2. (3) Reactant: [NH:1]1[C:9]2[C:4](=[CH:5][CH:6]=[CH:7][CH:8]=2)[CH:3]=[C:2]1[C:10]([O:12]C)=[O:11].C(=O)([O-])[O-].[Cs+].[Cs+].CS(O[CH2:25][CH2:26][CH2:27][CH2:28][O:29][CH3:30])(=O)=O. Product: [CH3:30][O:29][CH2:28][CH2:27][CH2:26][CH2:25][N:1]1[C:9]2[C:4](=[CH:5][CH:6]=[CH:7][CH:8]=2)[CH:3]=[C:2]1[C:10]([OH:12])=[O:11]. The catalyst class is: 44. (4) Reactant: [CH3:1][O:2][C:3](=[O:32])[N:4]=[C:5]([S:30][CH3:31])[C:6]([C:20]1[CH:25]=[C:24]([O:26][CH3:27])[CH:23]=[C:22]([CH2:28]O)[CH:21]=1)=[N:7][C:8]1[CH:13]=[CH:12][C:11]([C:14]2[N:18]=[C:17]([CH3:19])[O:16][N:15]=2)=[CH:10][CH:9]=1.COCCN(S(F)(F)[F:43])CCOC.[Cl-].[NH4+].C(OCC)(=O)C. Product: [CH3:1][O:2][C:3](=[O:32])[N:4]=[C:5]([S:30][CH3:31])[C:6]([C:20]1[CH:25]=[C:24]([O:26][CH3:27])[CH:23]=[C:22]([CH2:28][F:43])[CH:21]=1)=[N:7][C:8]1[CH:13]=[CH:12][C:11]([C:14]2[N:18]=[C:17]([CH3:19])[O:16][N:15]=2)=[CH:10][CH:9]=1. The catalyst class is: 4. (5) Reactant: [N+:1]([C:4]1[CH:12]=[CH:11][CH:10]=[C:9]2[C:5]=1[CH:6]([CH2:13][C:14]([O:16][CH3:17])=[O:15])[CH2:7][NH:8]2)([O-:3])=[O:2].C(=O)([O-])[O-].[Na+].[Na+].[I-].[K+].Br[CH2:27][C:28]([O:30][CH2:31][CH3:32])=[O:29]. Product: [N+:1]([C:4]1[CH:12]=[CH:11][CH:10]=[C:9]2[C:5]=1[CH:6]([CH2:13][C:14]([O:16][CH3:17])=[O:15])[CH2:7][N:8]2[CH2:27][C:28]([O:30][CH2:31][CH3:32])=[O:29])([O-:3])=[O:2]. The catalyst class is: 21. (6) Reactant: [Cl:1][C:2]1[CH:3]=[C:4]([C:9]2([CH2:12][O:13][C:14]3[CH:19]=[CH:18][C:17]([O:20][CH3:21])=[CH:16][CH:15]=3)[CH2:11][O:10]2)[CH:5]=[CH:6][C:7]=1[Cl:8].C(=O)([O-])[O-].[K+].[K+].[NH2:28][CH2:29][CH2:30][CH2:31][OH:32].[C:33](O[C:33]([O:35][C:36]([CH3:39])([CH3:38])[CH3:37])=[O:34])([O:35][C:36]([CH3:39])([CH3:38])[CH3:37])=[O:34]. Product: [Cl:1][C:2]1[CH:3]=[C:4]([C:9]([OH:10])([CH2:12][O:13][C:14]2[CH:19]=[CH:18][C:17]([O:20][CH3:21])=[CH:16][CH:15]=2)[CH2:11][N:28]([CH2:29][CH2:30][CH2:31][OH:32])[C:33](=[O:34])[O:35][C:36]([CH3:39])([CH3:38])[CH3:37])[CH:5]=[CH:6][C:7]=1[Cl:8]. The catalyst class is: 47.